This data is from Peptide-MHC class II binding affinity with 134,281 pairs from IEDB. The task is: Regression. Given a peptide amino acid sequence and an MHC pseudo amino acid sequence, predict their binding affinity value. This is MHC class II binding data. (1) The peptide sequence is VDKSKPKVYQWFD. The MHC is DRB3_0101 with pseudo-sequence DRB3_0101. The binding affinity (normalized) is 0. (2) The peptide sequence is YDKFLANVFTVLTGK. The MHC is DRB3_0202 with pseudo-sequence DRB3_0202. The binding affinity (normalized) is 0.791. (3) The binding affinity (normalized) is 0.422. The MHC is HLA-DQA10201-DQB10301 with pseudo-sequence HLA-DQA10201-DQB10301. The peptide sequence is QTSRLLMRRMRRPTG. (4) The peptide sequence is EQPASAIVNFVSKVM. The MHC is DRB1_0404 with pseudo-sequence DRB1_0404. The binding affinity (normalized) is 0.311. (5) The peptide sequence is EWKYFAATQFEPLAA. The MHC is HLA-DQA10301-DQB10302 with pseudo-sequence HLA-DQA10301-DQB10302. The binding affinity (normalized) is 0.425. (6) The peptide sequence is SNVTFTVNQTSRLLM. The MHC is DRB1_1101 with pseudo-sequence DRB1_1101. The binding affinity (normalized) is 0.689. (7) The peptide sequence is RTKGTMRASALILIE. The MHC is HLA-DQA10501-DQB10303 with pseudo-sequence YNYHQRXFATVLHSLYFGLTYYDVRTETVHLETT. The binding affinity (normalized) is 0.433. (8) The peptide sequence is RFKYLLNVSYLCHLV. The MHC is DRB1_0802 with pseudo-sequence DRB1_0802. The binding affinity (normalized) is 0.398.